The task is: Regression. Given two drug SMILES strings and cell line genomic features, predict the synergy score measuring deviation from expected non-interaction effect.. This data is from NCI-60 drug combinations with 297,098 pairs across 59 cell lines. (1) Drug 1: CC1=C2C(C(=O)C3(C(CC4C(C3C(C(C2(C)C)(CC1OC(=O)C(C(C5=CC=CC=C5)NC(=O)OC(C)(C)C)O)O)OC(=O)C6=CC=CC=C6)(CO4)OC(=O)C)OC)C)OC. Drug 2: CC1=C(N=C(N=C1N)C(CC(=O)N)NCC(C(=O)N)N)C(=O)NC(C(C2=CN=CN2)OC3C(C(C(C(O3)CO)O)O)OC4C(C(C(C(O4)CO)O)OC(=O)N)O)C(=O)NC(C)C(C(C)C(=O)NC(C(C)O)C(=O)NCCC5=NC(=CS5)C6=NC(=CS6)C(=O)NCCC[S+](C)C)O. Cell line: SN12C. Synergy scores: CSS=45.1, Synergy_ZIP=2.45, Synergy_Bliss=1.07, Synergy_Loewe=-2.59, Synergy_HSA=3.70. (2) Drug 1: C1CC(=O)NC(=O)C1N2C(=O)C3=CC=CC=C3C2=O. Drug 2: CC1C(C(CC(O1)OC2CC(CC3=C2C(=C4C(=C3O)C(=O)C5=CC=CC=C5C4=O)O)(C(=O)C)O)N)O. Cell line: TK-10. Synergy scores: CSS=51.4, Synergy_ZIP=1.27, Synergy_Bliss=2.36, Synergy_Loewe=-41.4, Synergy_HSA=3.04.